Task: Predict the reactants needed to synthesize the given product.. Dataset: Full USPTO retrosynthesis dataset with 1.9M reactions from patents (1976-2016) (1) The reactants are: [CH2:1]([N:3]1[CH2:8][CH2:7][C:6]2[C:9]([C:20]3[O:24][N:23]=[C:22]([CH3:25])[N:21]=3)=[C:10]([NH:12]C(=O)OC(C)(C)C)[S:11][C:5]=2[CH2:4]1)[CH3:2].FC(F)(F)C(O)=O. Given the product [CH2:1]([N:3]1[CH2:8][CH2:7][C:6]2[C:9]([C:20]3[O:24][N:23]=[C:22]([CH3:25])[N:21]=3)=[C:10]([NH2:12])[S:11][C:5]=2[CH2:4]1)[CH3:2], predict the reactants needed to synthesize it. (2) The reactants are: Br[C:2]1[CH:3]=[C:4]([C:8]2[C:17]3[C:12](=[C:13]([C:18]([F:21])([F:20])[F:19])[CH:14]=[CH:15][CH:16]=3)[N:11]=[C:10]([CH:22]([CH3:24])[CH3:23])[N:9]=2)[CH:5]=[CH:6][CH:7]=1.[CH3:25][S:26]([C:29]1[CH:30]=[C:31](B(O)O)[CH:32]=[CH:33][CH:34]=1)(=[O:28])=[O:27]. Given the product [CH:22]([C:10]1[N:9]=[C:8]([C:4]2[CH:3]=[C:2]([C:33]3[CH:32]=[CH:31][CH:30]=[C:29]([S:26]([CH3:25])(=[O:28])=[O:27])[CH:34]=3)[CH:7]=[CH:6][CH:5]=2)[C:17]2[C:12](=[C:13]([C:18]([F:21])([F:20])[F:19])[CH:14]=[CH:15][CH:16]=2)[N:11]=1)([CH3:24])[CH3:23], predict the reactants needed to synthesize it. (3) Given the product [CH3:29][C:30]1[CH:35]=[CH:34][CH:33]=[C:32]([CH3:36])[C:31]=1[O:1][CH2:2][C@@H:3]1[CH2:7][CH2:6][CH2:5][N:4]1[CH:8]=[O:9], predict the reactants needed to synthesize it. The reactants are: [OH:1][CH2:2][C@@H:3]1[CH2:7][CH2:6][CH2:5][N:4]1[CH:8]=[O:9].C1(P(C2C=CC=CC=2)C2C=CC=CC=2)C=CC=CC=1.[CH3:29][C:30]1[CH:35]=[CH:34][CH:33]=[C:32]([CH3:36])[C:31]=1O.N(C(OC(C)C)=O)=NC(OC(C)C)=O. (4) Given the product [CH3:12][C:11]1[CH:10]=[CH:9][C:4]([C:5]([O:7][CH3:8])=[O:6])=[CH:3][C:2]=1[C:14]#[C:13][C:15]1[CH:20]=[CH:19][CH:18]=[CH:17][N:16]=1, predict the reactants needed to synthesize it. The reactants are: I[C:2]1[CH:3]=[C:4]([CH:9]=[CH:10][C:11]=1[CH3:12])[C:5]([O:7][CH3:8])=[O:6].[C:13]([C:15]1[CH:20]=[CH:19][CH:18]=[CH:17][N:16]=1)#[CH:14].C(N(CC)CC)C. (5) The reactants are: [NH2:1][C:2]1[CH:3]=[CH:4][C:5]([CH3:19])=[C:6]([NH:8][C:9](=[O:18])/[CH:10]=[CH:11]/[C:12]2[CH:17]=[CH:16][CH:15]=CN=2)[CH:7]=1.[CH2:20]([N:22](CC)CC)C.[CH3:27][C:28]1[CH:36]=[CH:35][C:31]([C:32](Cl)=[O:33])=[CH:30][CH:29]=1.C(=O)([O-])[O-].[K+].[K+]. Given the product [CH3:19][C:5]1[CH:4]=[CH:3][C:2]([NH:1][C:32](=[O:33])[C:31]2[CH:35]=[CH:36][C:28]([CH3:27])=[CH:29][CH:30]=2)=[CH:7][C:6]=1[NH:8][C:9](=[O:18])[CH:10]=[CH:11][C:12]1[CH:20]=[N:22][CH:15]=[CH:16][CH:17]=1, predict the reactants needed to synthesize it. (6) The reactants are: [CH2:1]([O:8][C:9]1[C:16]([N+:17]([O-:19])=[O:18])=[CH:15][C:12]([CH:13]=O)=[C:11](F)[CH:10]=1)[C:2]1[CH:7]=[CH:6][CH:5]=[CH:4][CH:3]=1.CN(C)C(=O)C.O.[NH2:28][NH2:29]. Given the product [CH2:1]([O:8][C:9]1[CH:10]=[C:11]2[C:12]([CH:13]=[N:28][NH:29]2)=[CH:15][C:16]=1[N+:17]([O-:19])=[O:18])[C:2]1[CH:7]=[CH:6][CH:5]=[CH:4][CH:3]=1, predict the reactants needed to synthesize it. (7) Given the product [Cr:1]([O:5][Cr:6]([O-:9])(=[O:8])=[O:7])([O-:4])(=[O:3])=[O:2].[NH4+:10].[NH4+:10].[Cl-:23].[Na+:21], predict the reactants needed to synthesize it. The reactants are: [Cr:1]([O:5][Cr:6]([O-:9])(=[O:8])=[O:7])([O-:4])(=[O:3])=[O:2].[NH4+:10].[NH4+].[Cr](O[Cr]([O-])(=O)=O)([O-])(=O)=O.[Na+:21].[Na+].[Cl-:23].[NH4+].S([O-])([O-])(=O)=O.[NH4+].[NH4+]. (8) Given the product [Cl:10][C:5]1[CH:4]=[C:3]([CH2:2][C:15]2[CH:14]=[CH:13][C:12]([F:11])=[CH:17][CH:16]=2)[C:8]([Cl:9])=[CH:7][N:6]=1, predict the reactants needed to synthesize it. The reactants are: Br[CH2:2][C:3]1[C:8]([Cl:9])=[CH:7][N:6]=[C:5]([Cl:10])[CH:4]=1.[F:11][C:12]1[CH:13]=[C:14](B(O)O)[CH:15]=[CH:16][CH:17]=1.C(=O)([O-])[O-].[Na+].[Na+].